Dataset: Reaction yield outcomes from USPTO patents with 853,638 reactions. Task: Predict the reaction yield, written as a fraction of the theoretical maximum amount of product (1.0 means a 100% yield; for example, 0.34 means a 34% yield). (1) The reactants are Br[C:2]1[CH:10]=[CH:9][CH:8]=[C:7]2[C:3]=1[C:4]1([C:34]3[C:25](=[CH:26][C:27]4[O:32][CH2:31][CH2:30][O:29][C:28]=4[CH:33]=3)[O:24][CH2:23]1)[C:5](=[O:22])[N:6]2[CH2:11][C:12]1[C:17]([C:18]([F:21])([F:20])[F:19])=[CH:16][CH:15]=[CH:14][N:13]=1.CC(C)([O-])C.[Na+].C1(P(C2C=CC=CC=2)C2C=CC3C(=CC=CC=3)C=2C2C3C(=CC=CC=3)C=CC=2P(C2C=CC=CC=2)C2C=CC=CC=2)C=CC=CC=1.[CH2:87]([NH2:94])[C:88]1[CH:93]=[CH:92][CH:91]=[CH:90][CH:89]=1. The catalyst is C1(C)C=CC=CC=1.C1C=CC(/C=C/C(/C=C/C2C=CC=CC=2)=O)=CC=1.C1C=CC(/C=C/C(/C=C/C2C=CC=CC=2)=O)=CC=1.C1C=CC(/C=C/C(/C=C/C2C=CC=CC=2)=O)=CC=1.[Pd].[Pd]. The product is [CH2:87]([NH:94][C:2]1[CH:10]=[CH:9][CH:8]=[C:7]2[C:3]=1[C:4]1([C:34]3[C:25](=[CH:26][C:27]4[O:32][CH2:31][CH2:30][O:29][C:28]=4[CH:33]=3)[O:24][CH2:23]1)[C:5](=[O:22])[N:6]2[CH2:11][C:12]1[C:17]([C:18]([F:21])([F:20])[F:19])=[CH:16][CH:15]=[CH:14][N:13]=1)[C:88]1[CH:93]=[CH:92][CH:91]=[CH:90][CH:89]=1. The yield is 0.310. (2) The reactants are N[C:2]1[CH:7]=[CH:6][C:5]([N:8]2[CH:12]=[C:11]([C:13]([O:15][CH2:16][CH3:17])=[O:14])[N:10]=[C:9]2[S:18][C:19]2[CH:24]=[CH:23][C:22](N)=[CH:21][CH:20]=2)=[CH:4][CH:3]=1.N([O-])=O.[Na+].[PH2](O)=O. The catalyst is Cl.O. The product is [C:5]1([N:8]2[CH:12]=[C:11]([C:13]([O:15][CH2:16][CH3:17])=[O:14])[N:10]=[C:9]2[S:18][C:19]2[CH:20]=[CH:21][CH:22]=[CH:23][CH:24]=2)[CH:4]=[CH:3][CH:2]=[CH:7][CH:6]=1. The yield is 0.670. (3) The product is [ClH:29].[F:1][C:2]1[CH:3]=[CH:4][C:5]2[C:9]([CH:10]=1)=[N:8][N:14]1[C:13]([CH:15]3[CH2:20][CH2:19][NH:18][CH2:17][CH2:16]3)=[CH:12][C:11](=[O:28])[NH:7][C:6]=21. The yield is 0.840. The reactants are [F:1][C:2]1[CH:3]=[CH:4][C:5]2[C:9]([CH:10]=1)=[N:8][N:7]1[C:11](=[O:28])[CH:12]=[C:13]([CH:15]3[CH2:20][CH2:19][N:18](C(OC(C)(C)C)=O)[CH2:17][CH2:16]3)[NH:14][C:6]=21.[ClH:29]. The catalyst is CO.O1CCOCC1. (4) The reactants are [NH2:1][C:2]1[C:3]([F:17])=[C:4]([CH:13]=[CH:14][C:15]=1[F:16])[O:5][CH2:6][C:7]([O:9][CH:10]([CH3:12])[CH3:11])=[O:8].[Br:18][C:19]1[CH:24]=[C:23]([CH3:25])[CH:22]=[C:21]([CH2:26]Br)[CH:20]=1.C([O-])([O-])=O.[K+].[K+]. The catalyst is CS(C)=O.O. The product is [Br:18][C:19]1[CH:20]=[C:21]([CH2:26][NH:1][C:2]2[C:3]([F:17])=[C:4]([CH:13]=[CH:14][C:15]=2[F:16])[O:5][CH2:6][C:7]([O:9][CH:10]([CH3:12])[CH3:11])=[O:8])[CH:22]=[C:23]([CH3:25])[CH:24]=1. The yield is 0.160. (5) The reactants are [CH2:1]1[C:7]2[CH:8]=[CH:9][CH:10]=[CH:11][C:6]=2[CH2:5][CH2:4][NH:3][CH2:2]1.[CH3:12][O:13][C:14]1[CH:15]=[C:16]([CH:22]2[CH2:27][CH2:26][N:25]([C:28]3[C:29]([CH3:42])=[C:30]([CH3:41])[C:31]4[O:35][C:34]([CH3:37])([CH3:36])[CH:33](O)[C:32]=4[C:39]=3[CH3:40])[CH2:24][CH2:23]2)[CH:17]=[CH:18][C:19]=1[O:20][CH3:21]. The catalyst is CCCCCC.CO. The product is [CH3:12][O:13][C:14]1[CH:15]=[C:16]([CH:22]2[CH2:23][CH2:24][N:25]([C:28]3[C:29]([CH3:42])=[C:30]([CH3:41])[C:31]4[O:35][C:34]([CH3:36])([CH3:37])[CH:33]([N:3]5[CH2:2][CH2:1][C:7]6[CH:8]=[CH:9][CH:10]=[CH:11][C:6]=6[CH2:5][CH2:4]5)[C:32]=4[C:39]=3[CH3:40])[CH2:26][CH2:27]2)[CH:17]=[CH:18][C:19]=1[O:20][CH3:21]. The yield is 0.540. (6) The reactants are [CH2:1]([O:8][C:9]([NH:11][C:12]([CH3:19])([CH3:18])[C:13](OCC)=[O:14])=[O:10])[C:2]1[CH:7]=[CH:6][CH:5]=[CH:4][CH:3]=1.[H-].C([Al+]CC(C)C)C(C)C.[Cr](O[Cr]([O-])(=O)=O)([O-])(=O)=O.[NH+]1C=CC=CC=1.[NH+]1C=CC=CC=1. The catalyst is C1(C)C=CC=CC=1. The product is [CH3:19][C:12]([NH:11][C:9](=[O:10])[O:8][CH2:1][C:2]1[CH:3]=[CH:4][CH:5]=[CH:6][CH:7]=1)([CH3:18])[CH:13]=[O:14]. The yield is 0.473. (7) The reactants are [N+:1]([C:4]1[CH:9]=[CH:8][C:7]([OH:10])=[CH:6][CH:5]=1)([O-:3])=[O:2].Cl[CH2:12][CH2:13][N:14]([CH3:16])[CH3:15].C(=O)([O-])[O-].[K+].[K+]. The catalyst is CC(C)=O. The product is [CH3:15][N:14]([CH3:16])[CH2:13][CH2:12][O:10][C:7]1[CH:8]=[CH:9][C:4]([N+:1]([O-:3])=[O:2])=[CH:5][CH:6]=1. The yield is 0.500. (8) The reactants are [C:1]([C:5]1[CH:6]=[C:7]2[C:12](=[CH:13][CH:14]=1)[N:11]=[C:10]1[S:15][C:16]([C:18]#N)=[CH:17][C:9]1=[CH:8]2)([CH3:4])([CH3:3])[CH3:2].[OH-:20].[Na+].P(=O)(O)(O)[OH:23]. No catalyst specified. The product is [C:1]([C:5]1[CH:6]=[C:7]2[C:12](=[CH:13][CH:14]=1)[N:11]=[C:10]1[S:15][C:16]([C:18]([OH:23])=[O:20])=[CH:17][C:9]1=[CH:8]2)([CH3:4])([CH3:3])[CH3:2]. The yield is 0.900. (9) The reactants are [CH:1]([C:3]1(O)[CH:10]2[CH2:11][CH:6]3[CH2:7][CH:8]([CH2:12][CH:4]1[CH2:5]3)[CH2:9]2)=[CH2:2].[C:14](OC)([O:18]C)([O:16][CH3:17])[CH3:15]. The catalyst is C(O)(=O)CC. The product is [CH:4]12[CH2:12][CH:8]3[CH2:7][CH:6]([CH2:11][CH:10]([CH2:9]3)[C:3]1=[CH:1][CH2:2][CH2:15][C:14]([O:16][CH3:17])=[O:18])[CH2:5]2. The yield is 0.820. (10) The reactants are [CH3:1][O:2][C:3]1[CH:4]=[C:5]([CH:8]=[CH:9][C:10]=1[O:11][CH3:12])[CH2:6][NH2:7].[Cl:13][CH2:14][CH2:15][N:16]=[C:17]=[O:18]. The catalyst is C1COCC1. The product is [CH3:1][O:2][C:3]1[CH:4]=[C:5]([CH2:6][NH:7][C:17]([NH:16][CH2:15][CH2:14][Cl:13])=[O:18])[CH:8]=[CH:9][C:10]=1[O:11][CH3:12]. The yield is 0.890.